This data is from Reaction yield outcomes from USPTO patents with 853,638 reactions. The task is: Predict the reaction yield, written as a fraction of the theoretical maximum amount of product (1.0 means a 100% yield; for example, 0.34 means a 34% yield). The reactants are [N:1]1[CH:6]=[CH:5][CH:4]=[CH:3][C:2]=1[C:7]1[O:11][N:10]=[C:9]([C:12](O)=[O:13])[C:8]=1[C:15]([F:18])([F:17])[F:16].N1C=CC=CC=1.N1C(F)=NC(F)=NC=1[F:27]. The catalyst is ClCCl. The product is [N:1]1[CH:6]=[CH:5][CH:4]=[CH:3][C:2]=1[C:7]1[O:11][N:10]=[C:9]([C:12]([F:27])=[O:13])[C:8]=1[C:15]([F:18])([F:17])[F:16]. The yield is 0.880.